Dataset: Full USPTO retrosynthesis dataset with 1.9M reactions from patents (1976-2016). Task: Predict the reactants needed to synthesize the given product. (1) Given the product [Cl:11][C:12]1[CH:17]=[CH:16][CH:15]=[CH:14][C:13]=1[N:4]1[CH:5]=[C:6]([C:7]([O:9][CH3:10])=[O:8])[C:2]([CH3:1])=[N:3]1, predict the reactants needed to synthesize it. The reactants are: [CH3:1][C:2]1[C:6]([C:7]([O:9][CH3:10])=[O:8])=[CH:5][NH:4][N:3]=1.[Cl:11][C:12]1[CH:17]=[CH:16][CH:15]=[CH:14][C:13]=1B(O)O.N1C=CC=CC=1. (2) Given the product [Br:31][C:32]1[CH:33]=[CH:34][C:35]2[O:36][C:37]3[C:38](=[CH:42][C:43]([I:46])=[CH:44][CH:45]=3)[C:39](=[O:41])[C:47]=2[CH:48]=1, predict the reactants needed to synthesize it. The reactants are: BrC1C=CC(O)=CC=1.IC1C=CC(I)=CC=1C(O)=O.C([O-])([O-])=O.[Cs+].[Cs+].OS(O)(=O)=O.[Br:31][C:32]1[CH:48]=[CH:47][C:35]([O:36][C:37]2[CH:45]=[CH:44][C:43]([I:46])=[CH:42][C:38]=2[C:39]([OH:41])=O)=[CH:34][CH:33]=1.